Dataset: NCI-60 drug combinations with 297,098 pairs across 59 cell lines. Task: Regression. Given two drug SMILES strings and cell line genomic features, predict the synergy score measuring deviation from expected non-interaction effect. (1) Cell line: SK-MEL-5. Synergy scores: CSS=16.4, Synergy_ZIP=5.61, Synergy_Bliss=6.60, Synergy_Loewe=-22.0, Synergy_HSA=3.02. Drug 1: CCCCC(=O)OCC(=O)C1(CC(C2=C(C1)C(=C3C(=C2O)C(=O)C4=C(C3=O)C=CC=C4OC)O)OC5CC(C(C(O5)C)O)NC(=O)C(F)(F)F)O. Drug 2: C1CNP(=O)(OC1)N(CCCl)CCCl. (2) Drug 1: C1CCC(C1)C(CC#N)N2C=C(C=N2)C3=C4C=CNC4=NC=N3. Drug 2: C(CN)CNCCSP(=O)(O)O. Cell line: IGROV1. Synergy scores: CSS=1.06, Synergy_ZIP=-2.03, Synergy_Bliss=-1.03, Synergy_Loewe=-9.20, Synergy_HSA=-1.61. (3) Drug 1: CN(C(=O)NC(C=O)C(C(C(CO)O)O)O)N=O. Drug 2: CC1CCCC2(C(O2)CC(NC(=O)CC(C(C(=O)C(C1O)C)(C)C)O)C(=CC3=CSC(=N3)C)C)C. Cell line: MDA-MB-435. Synergy scores: CSS=26.3, Synergy_ZIP=0.317, Synergy_Bliss=-3.13, Synergy_Loewe=-12.5, Synergy_HSA=-0.740. (4) Drug 1: CC1C(C(CC(O1)OC2CC(CC3=C2C(=C4C(=C3O)C(=O)C5=C(C4=O)C(=CC=C5)OC)O)(C(=O)CO)O)N)O.Cl. Drug 2: CC1C(C(CC(O1)OC2CC(CC3=C2C(=C4C(=C3O)C(=O)C5=CC=CC=C5C4=O)O)(C(=O)C)O)N)O. Cell line: MOLT-4. Synergy scores: CSS=53.5, Synergy_ZIP=-5.96, Synergy_Bliss=-8.56, Synergy_Loewe=-5.00, Synergy_HSA=-3.50.